This data is from Tyrosyl-DNA phosphodiesterase HTS with 341,365 compounds. The task is: Binary Classification. Given a drug SMILES string, predict its activity (active/inactive) in a high-throughput screening assay against a specified biological target. (1) The molecule is O(CCCCOc1nonc1N)c1nonc1N. The result is 0 (inactive). (2) The compound is S(c1nc2n([nH]cc2c(=O)n1)c1cc(ccc1)C)CC(=O)Nc1noc(c1)C. The result is 0 (inactive). (3) The drug is S(C=1NC(=C(C(C1C#N)c1occc1)C(OCC)=O)c1ccccc1)CC(=O)Nc1cc(ccc1)C. The result is 0 (inactive). (4) The compound is o1c2c(n(c(c2)C(OC)=O)CC(=O)Nc2cc(OC)c(OC)cc2)cc1C. The result is 0 (inactive). (5) The compound is s1c(nn2C(=N)/C(=C/c3c(n(c(c3)C)c3cc(OC)ccc3)C)C(=O)N=c12)CC(=O)N1CCOCC1. The result is 0 (inactive). (6) The drug is s1c(C2=NN(C(C2)c2ccccc2)c2ccc(F)cc2)ccc1. The result is 1 (active). (7) The molecule is O1C(O)(COc2c1cccc2)c1ccc(NC(=O)C)cc1. The result is 0 (inactive).